Dataset: Full USPTO retrosynthesis dataset with 1.9M reactions from patents (1976-2016). Task: Predict the reactants needed to synthesize the given product. (1) Given the product [F:25][C:23]1([F:26])[O:22][C:21]2[CH:27]=[CH:28][C:18]([NH:17][C:15]([C:14]3[S:13][CH:12]=[N:11][C:10]=3[NH:9][CH2:8][C:6]3[CH:5]=[CH:4][N:3]=[C:2]([NH:29][CH2:30][CH2:31][OH:32])[CH:7]=3)=[O:16])=[CH:19][C:20]=2[O:24]1, predict the reactants needed to synthesize it. The reactants are: Cl[C:2]1[CH:7]=[C:6]([CH2:8][NH:9][C:10]2[N:11]=[CH:12][S:13][C:14]=2[C:15]([NH:17][C:18]2[CH:28]=[CH:27][C:21]3[O:22][C:23]([F:26])([F:25])[O:24][C:20]=3[CH:19]=2)=[O:16])[CH:5]=[CH:4][N:3]=1.[NH2:29][CH2:30][CH2:31][OH:32]. (2) Given the product [CH3:36][O:25][N:3]([CH3:1])[C:12]([CH2:30][C:31]1[CH2:24][N:22]([CH3:23])[CH2:21][CH2:20][CH:19]=1)=[O:11], predict the reactants needed to synthesize it. The reactants are: [CH2:1]([N:3](CC)CC)C.Cl.CN[O:11][CH3:12].Cl.C(N=C=N[CH2:19][CH2:20][CH2:21][N:22]([CH3:24])[CH3:23])C.[OH2:25].ON1[C:31]2C=CC=C[C:30]=2N=N1.[CH:36](Cl)(Cl)Cl. (3) The reactants are: [F:1][C:2]([F:47])([F:46])[C:3]1[CH:4]=[C:5]([N:13]([CH3:45])[C:14]([N:16]([CH3:44])[C@H:17]2[C@H:21]([C:22]3[CH:27]=[CH:26][C:25]([F:28])=[CH:24][CH:23]=3)[CH2:20][N:19]([C:29]([CH:31]3[CH2:36][CH2:35][N:34](C(OC(C)(C)C)=O)[CH2:33][CH2:32]3)=[O:30])[CH2:18]2)=[O:15])[CH:6]=[C:7]([C:9]([F:12])([F:11])[F:10])[CH:8]=1.[ClH:48].CC(O)C. Given the product [ClH:48].[F:47][C:2]([F:1])([F:46])[C:3]1[CH:4]=[C:5]([N:13]([CH3:45])[C:14]([N:16]([C@H:17]2[C@H:21]([C:22]3[CH:23]=[CH:24][C:25]([F:28])=[CH:26][CH:27]=3)[CH2:20][N:19]([C:29]([CH:31]3[CH2:36][CH2:35][NH:34][CH2:33][CH2:32]3)=[O:30])[CH2:18]2)[CH3:44])=[O:15])[CH:6]=[C:7]([C:9]([F:12])([F:10])[F:11])[CH:8]=1, predict the reactants needed to synthesize it. (4) Given the product [CH3:33][C@H:24]([NH:23][CH3:22])[C@@H:25]([OH:26])[C:27]1[CH:32]=[CH:31][CH:30]=[CH:29][CH:28]=1, predict the reactants needed to synthesize it. The reactants are: O=C[C@@H]([C@H]([C@@H]([C@@H](CO)O)O)O)O.P([O-])([O-])([O-])=O.[Na+].[Na+].[Na+].Cl.[CH3:22][NH:23][CH:24]([CH3:33])[C:25]([C:27]1[CH:32]=[CH:31][CH:30]=[CH:29][CH:28]=1)=[O:26]. (5) Given the product [Cl:24][C:19]1[N:20]=[CH:21][C:22]2[NH:23][C:7](=[O:6])[CH2:8][CH2:9][N:10]([CH:11]3[CH2:15][CH2:14][CH2:13][CH:12]3[CH3:16])[C:17]=2[N:18]=1, predict the reactants needed to synthesize it. The reactants are: C(O)C.C([O:6][C:7](=O)[CH2:8][CH2:9][N:10]([C:17]1[C:22]([NH2:23])=[CH:21][N:20]=[C:19]([Cl:24])[N:18]=1)[CH:11]1[CH2:15][CH2:14][CH2:13][CH:12]1[CH3:16])C. (6) Given the product [C:8]([O:12][C:13]([NH:15][C@H:16]([C:20]([OH:22])=[O:21])[C@@H:17]([CH3:19])[O:18][CH3:1])=[O:14])([CH3:9])([CH3:10])[CH3:11], predict the reactants needed to synthesize it. The reactants are: [CH3:1]C(O)C.[H-].[Na+].[Na].[C:8]([O:12][C:13]([NH:15][C@H:16]([C:20]([OH:22])=[O:21])[C@@H:17]([CH3:19])[OH:18])=[O:14])([CH3:11])([CH3:10])[CH3:9]. (7) Given the product [F:1][C:2]1[CH:3]=[C:4]([CH:13]([NH:18][C:19]([C:21]2[CH:22]=[N:23][N:24]3[CH:29]=[C:28]([CH:30]([CH3:32])[CH3:31])[CH:27]=[N:26][C:25]=23)=[O:20])[C:14]([OH:17])([CH3:15])[CH3:16])[CH:5]=[CH:6][C:7]=1[O:8][C:9]([F:11])([F:10])[F:12], predict the reactants needed to synthesize it. The reactants are: [F:1][C:2]1[CH:3]=[C:4]([CH:13]([NH:18][C:19]([C:21]2[CH:22]=[N:23][N:24]3[CH:29]=[C:28]([C:30]([CH3:32])=[CH2:31])[CH:27]=[N:26][C:25]=23)=[O:20])[C:14]([OH:17])([CH3:16])[CH3:15])[CH:5]=[CH:6][C:7]=1[O:8][C:9]([F:12])([F:11])[F:10].CO.